The task is: Predict which catalyst facilitates the given reaction.. This data is from Catalyst prediction with 721,799 reactions and 888 catalyst types from USPTO. (1) Reactant: [N:1]([CH2:4][C@@H:5]1[CH2:23][NH:22][C:9]2[C:10]3[C:11]4[CH:12]=[CH:13][C:14]([Cl:21])=[N:15][C:16]=4[CH:17]=[CH:18][C:19]=3[S:20][C:8]=2[C:7](=[O:24])[NH:6]1)=[N+]=[N-].C1(P(C2C=CC=CC=2)C2C=CC=CC=2)C=CC=CC=1. Product: [NH2:1][CH2:4][C@@H:5]1[CH2:23][NH:22][C:9]2[C:10]3[C:11]4[CH:12]=[CH:13][C:14]([Cl:21])=[N:15][C:16]=4[CH:17]=[CH:18][C:19]=3[S:20][C:8]=2[C:7](=[O:24])[NH:6]1. The catalyst class is: 132. (2) Reactant: [Li+].C[Si]([N-][Si](C)(C)C)(C)C.CC[O:13][C:14]([CH3:16])=[O:15].[CH:17]1([C:22](=[O:37])[CH2:23][CH2:24][C:25]2[CH:30]=[CH:29][C:28]([C:31]([CH3:35])([CH3:34])[C:32]#[N:33])=[C:27]([F:36])[CH:26]=2)[CH2:21][CH2:20][CH2:19][CH2:18]1.[CH:38]1([NH:44][CH:45]2[CH2:50][CH2:49][CH2:48][CH2:47][CH2:46]2)[CH2:43][CH2:42][CH2:41][CH2:40][CH2:39]1. Product: [CH:45]1([NH:44][CH:38]2[CH2:39][CH2:40][CH2:41][CH2:42][CH2:43]2)[CH2:46][CH2:47][CH2:48][CH2:49][CH2:50]1.[C:32]([C:31]([C:28]1[CH:29]=[CH:30][C:25]([CH2:24][CH2:23][C:22]([CH:17]2[CH2:18][CH2:19][CH2:20][CH2:21]2)([OH:37])[CH2:16][C:14]([OH:13])=[O:15])=[CH:26][C:27]=1[F:36])([CH3:34])[CH3:35])#[N:33]. The catalyst class is: 237. (3) Reactant: C1(O[C:8](=[O:16])[NH:9][C:10]2[CH:11]=[N:12][CH:13]=[CH:14][CH:15]=2)C=CC=CC=1.[F:17][C:18]1([F:34])[O:22][C:21]2[CH:23]=[CH:24][C:25]([CH2:27][N:28]3[CH2:33][CH2:32][NH:31][CH2:30][CH2:29]3)=[CH:26][C:20]=2[O:19]1.O. Product: [N:12]1[CH:13]=[CH:14][CH:15]=[C:10]([NH:9][C:8]([N:31]2[CH2:32][CH2:33][N:28]([CH2:27][C:25]3[CH:24]=[CH:23][C:21]4[O:22][C:18]([F:34])([F:17])[O:19][C:20]=4[CH:26]=3)[CH2:29][CH2:30]2)=[O:16])[CH:11]=1. The catalyst class is: 16.